This data is from Full USPTO retrosynthesis dataset with 1.9M reactions from patents (1976-2016). The task is: Predict the reactants needed to synthesize the given product. (1) Given the product [CH3:1][N:2]1[CH2:6][CH2:5][C@@H:4]([O:7][C:8]2[CH:13]=[C:12]([NH2:14])[CH:11]=[CH:10][C:9]=2[C:17]([F:18])([F:19])[F:20])[CH2:3]1, predict the reactants needed to synthesize it. The reactants are: [CH3:1][N:2]1[CH2:6][CH2:5][C@@H:4]([O:7][C:8]2[CH:13]=[C:12]([N+:14]([O-])=O)[CH:11]=[CH:10][C:9]=2[C:17]([F:20])([F:19])[F:18])[CH2:3]1.[H][H].S([O-])([O-])(=O)=O.[Mg+2]. (2) Given the product [CH3:10][O:1][C:2]1[CH:7]=[CH:6][CH:5]=[C:4]([CH3:8])[N:3]=1, predict the reactants needed to synthesize it. The reactants are: [OH:1][C:2]1[CH:7]=[CH:6][CH:5]=[C:4]([CH3:8])[N:3]=1.I[CH3:10]. (3) Given the product [OH:13][NH:12][C:10](=[O:11])[C@@:9]([CH3:46])([N:20]([CH3:45])[C:21](=[O:44])[C:22]1[CH:23]=[CH:24][C:25]([C:28]#[C:29][C:30]2[CH:35]=[CH:34][C:33]([CH2:36][N:37]3[CH2:43][CH2:42][CH2:41][O:40][CH2:39][CH2:38]3)=[CH:32][CH:31]=2)=[CH:26][CH:27]=1)[C:8]([NH:7][CH3:6])=[O:47], predict the reactants needed to synthesize it. The reactants are: S(=O)(=O)(O)O.[CH3:6][NH:7][C:8](=[O:47])[C@:9]([CH3:46])([N:20]([CH3:45])[C:21](=[O:44])[C:22]1[CH:27]=[CH:26][C:25]([C:28]#[C:29][C:30]2[CH:35]=[CH:34][C:33]([CH2:36][N:37]3[CH2:43][CH2:42][CH2:41][O:40][CH2:39][CH2:38]3)=[CH:32][CH:31]=2)=[CH:24][CH:23]=1)[C:10]([NH:12][O:13]C1CCCCO1)=[O:11].[OH-].[Na+].C(=O)([O-])O.[Na+].[Cl-].[Na+]. (4) Given the product [CH:14]1[C:15]2[C:10](=[CH:9][C:8]3[C:3]([C:2]=2[B:27]([OH:30])[OH:28])=[CH:4][CH:5]=[CH:6][CH:7]=3)[CH:11]=[CH:12][CH:13]=1, predict the reactants needed to synthesize it. The reactants are: Br[C:2]1[C:3]2[C:8]([CH:9]=[C:10]3[C:15]=1[CH:14]=[CH:13][CH:12]=[CH:11]3)=[CH:7][CH:6]=[CH:5][CH:4]=2.CCCCCC.C([Li])CCC.[B:27](OC)([O:30]C)[O:28]C.Cl. (5) Given the product [CH2:1]([C:3]1[CH:8]=[CH:7][C:6]([CH2:9][C:10]([CH3:13])([OH:12])[CH3:11])=[CH:5][CH:4]=1)[CH3:2], predict the reactants needed to synthesize it. The reactants are: [CH2:1]([C:3]1[CH:8]=[CH:7][C:6]([CH2:9][C:10](=[O:12])[CH3:11])=[CH:5][CH:4]=1)[CH3:2].[CH3:13][Mg]Br.[Cl-].[NH4+]. (6) Given the product [NH2:1][C:2]1[C:7]([C:8]([OH:10])=[O:9])=[C:6]([CH3:12])[C:5]([CH2:13][NH:14][C:22]([O:21][C:17]([CH3:20])([CH3:19])[CH3:18])=[O:23])=[CH:4][CH:3]=1, predict the reactants needed to synthesize it. The reactants are: [NH2:1][C:2]1[C:7]([C:8]([O:10]C)=[O:9])=[C:6]([CH3:12])[C:5]([CH2:13][NH2:14])=[CH:4][CH:3]=1.[Li+].[OH-].[C:17]([O:21][C:22](O[C:22]([O:21][C:17]([CH3:20])([CH3:19])[CH3:18])=[O:23])=[O:23])([CH3:20])([CH3:19])[CH3:18].Cl.